This data is from Full USPTO retrosynthesis dataset with 1.9M reactions from patents (1976-2016). The task is: Predict the reactants needed to synthesize the given product. (1) Given the product [Cl:1][C:2]1[CH:7]=[CH:6][C:5]([C:8]2[C:9]([C:15]([NH:17][C:18]3[CH:23]=[CH:22][C:21]([NH:24][CH2:32][CH2:33][C:34]4[N:35]=[CH:36][S:37][CH:38]=4)=[CH:20][CH:19]=3)=[O:16])=[CH:10][C:11]([CH3:14])=[CH:12][CH:13]=2)=[CH:4][CH:3]=1, predict the reactants needed to synthesize it. The reactants are: [Cl:1][C:2]1[CH:7]=[CH:6][C:5]([C:8]2[CH:13]=[CH:12][C:11]([CH3:14])=[CH:10][C:9]=2[C:15]([NH:17][C:18]2[CH:23]=[CH:22][C:21]([N:24]([CH2:32][CH2:33][C:34]3[N:35]=[CH:36][S:37][CH:38]=3)C(=O)OC(C)(C)C)=[CH:20][CH:19]=2)=[O:16])=[CH:4][CH:3]=1.FC(F)(F)C(O)=O. (2) The reactants are: [CH3:1][O:2][C:3]1[C:12]2[C:7](=[C:8]([O:13][CH3:14])[CH:9]=[CH:10][CH:11]=2)[N:6]=[C:5]([C:15]([N:17]2[CH2:22][CH2:21][C:20]3([CH2:31][C:30](=[O:32])[C:29]4[C:24](=[CH:25][CH:26]=[C:27]([NH:33]C(=O)OCC5C=CC=CC=5)[CH:28]=4)[O:23]3)[CH2:19][CH2:18]2)=[O:16])[CH:4]=1. Given the product [NH2:33][C:27]1[CH:28]=[C:29]2[C:24](=[CH:25][CH:26]=1)[O:23][C:20]1([CH2:21][CH2:22][N:17]([C:15]([C:5]3[CH:4]=[C:3]([O:2][CH3:1])[C:12]4[C:7](=[C:8]([O:13][CH3:14])[CH:9]=[CH:10][CH:11]=4)[N:6]=3)=[O:16])[CH2:18][CH2:19]1)[CH2:31][C:30]2=[O:32], predict the reactants needed to synthesize it. (3) Given the product [CH3:37][O:36][C:33]1[CH:32]=[CH:31][C:30]([C:27]2[CH:26]=[CH:25][C:24]([S:21]([NH:20][C@H:4]([C@H:5]([O:11][CH2:12][C:13]3[CH:14]=[CH:15][C:16]([CH3:19])=[CH:17][CH:18]=3)[C:6]3[S:7][CH:8]=[CH:9][N:10]=3)[C:3]([OH:38])=[O:2])(=[O:23])=[O:22])=[CH:29][CH:28]=2)=[CH:35][CH:34]=1, predict the reactants needed to synthesize it. The reactants are: C[O:2][C:3](=[O:38])[C@H:4]([NH:20][S:21]([C:24]1[CH:29]=[CH:28][C:27]([C:30]2[CH:35]=[CH:34][C:33]([O:36][CH3:37])=[CH:32][CH:31]=2)=[CH:26][CH:25]=1)(=[O:23])=[O:22])[C@H:5]([O:11][CH2:12][C:13]1[CH:18]=[CH:17][C:16]([CH3:19])=[CH:15][CH:14]=1)[C:6]1[S:7][CH:8]=[CH:9][N:10]=1.COC(=O)[C@H](NS(C1C=CC(Br)=CC=1)(=O)=O)[C@H](OCC1C=CC(C)=CC=1)C1SC=CN=1.COC1C=CC(B(O)O)=CC=1.C([O-])([O-])=O.[Na+].[Na+]. (4) Given the product [C:34]1([C:37]2[CH:42]=[CH:41][CH:40]=[CH:39][CH:38]=2)[CH:35]=[CH:36][C:31]([C:22]2([N:19]3[CH2:18][CH2:17][N:16]([C:13]4[CH:14]=[CH:15][C:10]([NH:9][C:5]([CH2:4][CH2:3][CH2:2][C:1]([OH:7])=[O:8])=[O:6])=[CH:11][CH:12]=4)[CH2:21][CH2:20]3)[C:27](=[O:28])[NH:26][C:25](=[O:29])[NH:24][C:23]2=[O:30])=[CH:32][CH:33]=1, predict the reactants needed to synthesize it. The reactants are: [C:1]1(=[O:8])[O:7][C:5](=[O:6])[CH2:4][CH2:3][CH2:2]1.[NH2:9][C:10]1[CH:15]=[CH:14][C:13]([N:16]2[CH2:21][CH2:20][N:19]([C:22]3([C:31]4[CH:36]=[CH:35][C:34]([C:37]5[CH:42]=[CH:41][CH:40]=[CH:39][CH:38]=5)=[CH:33][CH:32]=4)[C:27](=[O:28])[NH:26][C:25](=[O:29])[NH:24][C:23]3=[O:30])[CH2:18][CH2:17]2)=[CH:12][CH:11]=1. (5) Given the product [CH3:27][N:30]([CH3:31])[C:24](=[O:25])[CH2:23][C:19]1([N:16]2[CH2:17][CH2:18][CH:13]([NH:12][C@@H:10]3[CH2:11][C@H:9]3[C:3]3[CH:4]=[CH:5][CH:6]=[CH:7][CH:8]=3)[CH2:14][CH2:15]2)[CH2:20][CH2:21][CH2:22]1, predict the reactants needed to synthesize it. The reactants are: Cl.Cl.[C:3]1([C@@H:9]2[CH2:11][C@H:10]2[NH:12][CH:13]2[CH2:18][CH2:17][N:16]([C:19]3([CH2:23][C:24](O)=[O:25])[CH2:22][CH2:21][CH2:20]3)[CH2:15][CH2:14]2)[CH:8]=[CH:7][CH:6]=[CH:5][CH:4]=1.[CH:27]([N:30](CC)[CH:31](C)C)(C)C.CNC.C1COCC1.F[P-](F)(F)(F)(F)F.N1(O[P+](N(C)C)(N(C)C)N(C)C)C2C=CC=CC=2N=N1. (6) Given the product [O:1]1[C:6]2[CH:7]=[CH:8][CH:9]=[CH:10][C:5]=2[N:4]([C:16]([C:15]2[CH:19]=[CH:20][C:12]([OH:11])=[C:13]([N+:21]([O-:23])=[O:22])[CH:14]=2)=[O:17])[CH2:3][CH2:2]1, predict the reactants needed to synthesize it. The reactants are: [O:1]1[C:6]2[CH:7]=[CH:8][CH:9]=[CH:10][C:5]=2[NH:4][CH2:3][CH2:2]1.[OH:11][C:12]1[CH:20]=[CH:19][C:15]([C:16](Cl)=[O:17])=[CH:14][C:13]=1[N+:21]([O-:23])=[O:22]. (7) Given the product [Cl:12][C:8]1[CH:7]=[C:6]2[C:11]([C:2]([N:18]3[CH2:17][CH2:16][NH:15][CH:14]([CH3:13])[CH2:19]3)=[CH:3][CH:4]=[N:5]2)=[CH:10][CH:9]=1, predict the reactants needed to synthesize it. The reactants are: Cl[C:2]1[C:11]2[C:6](=[CH:7][C:8]([Cl:12])=[CH:9][CH:10]=2)[N:5]=[CH:4][CH:3]=1.[CH3:13][CH:14]1[CH2:19][NH:18][CH2:17][CH2:16][NH:15]1. (8) Given the product [Br:1][C:2]1[CH:3]=[C:4]2[C:10]([C:20]3[CH:21]=[CH:22][CH:23]=[CH:24][C:19]=3[F:18])=[N:9][N:8]([CH:12]3[CH2:17][CH2:16][CH2:15][CH2:14][O:13]3)[C:5]2=[CH:6][N:7]=1, predict the reactants needed to synthesize it. The reactants are: [Br:1][C:2]1[CH:3]=[C:4]2[C:10](I)=[N:9][N:8]([CH:12]3[CH2:17][CH2:16][CH2:15][CH2:14][O:13]3)[C:5]2=[CH:6][N:7]=1.[F:18][C:19]1[CH:24]=[CH:23][CH:22]=[CH:21][C:20]=1B(O)O.C(=O)([O-])[O-].[Na+].[Na+].COCCOC. (9) The reactants are: [CH3:1][C:2]1([CH3:19])[CH2:7][O:6][C:5](=[S:8])[N:4]([CH2:9][C:10]2[CH:15]=[CH:14][CH:13]=[CH:12][C:11]=2[N+:16]([O-])=O)[CH2:3]1.[Cl-].[NH4+].O. Given the product [NH2:16][C:11]1[CH:12]=[CH:13][CH:14]=[CH:15][C:10]=1[CH2:9][N:4]1[CH2:3][C:2]([CH3:19])([CH3:1])[CH2:7][O:6][C:5]1=[S:8], predict the reactants needed to synthesize it. (10) Given the product [O:6]=[C:7]1[NH:11][C@H:10]([C:12]([O:14][C:24]([CH3:27])([CH3:26])[CH3:25])=[O:13])[CH2:9][CH2:8]1, predict the reactants needed to synthesize it. The reactants are: Cl(O)(=O)(=O)=O.[O:6]=[C:7]1[NH:11][C@H:10]([C:12]([OH:14])=[O:13])[CH2:9][CH2:8]1.C(=O)(O)[O-].[Na+].C(O[C:24]([CH3:27])([CH3:26])[CH3:25])(=O)C.